The task is: Predict the reactants needed to synthesize the given product.. This data is from Full USPTO retrosynthesis dataset with 1.9M reactions from patents (1976-2016). (1) Given the product [CH2:1]([O:5][C:6]1[CH:10]=[C:9]([CH2:11][CH2:12][C:13]([OH:15])=[O:14])[N:8]([CH2:18][C:19]2[CH:24]=[CH:23][C:22]([C:25]([F:28])([F:27])[F:26])=[CH:21][C:20]=2[Cl:29])[N:7]=1)[CH2:2][CH2:3][CH3:4], predict the reactants needed to synthesize it. The reactants are: [CH2:1]([O:5][C:6]1[CH:10]=[C:9]([CH2:11][CH2:12][C:13]([O:15]CC)=[O:14])[N:8]([CH2:18][C:19]2[CH:24]=[CH:23][C:22]([C:25]([F:28])([F:27])[F:26])=[CH:21][C:20]=2[Cl:29])[N:7]=1)[CH2:2][CH2:3][CH3:4].[OH-].[Na+].O1CCCC1. (2) The reactants are: [ClH:1].C(OC([N:9]1[C@H:13]([C:14]2[CH:19]=[CH:18][CH:17]=[CH:16][CH:15]=2)[C@H:12]([C:20]2[CH:25]=[CH:24][CH:23]=[CH:22][CH:21]=2)[N:11]=[C:10]1[NH:26][CH2:27][CH:28]1[CH2:33][CH2:32][CH2:31][CH2:30][CH2:29]1)=O)(C)(C)C. Given the product [ClH:1].[C:14]1([C@H:13]2[C@@H:12]([C:20]3[CH:21]=[CH:22][CH:23]=[CH:24][CH:25]=3)[NH:11][C:10]([NH:26][CH2:27][CH:28]3[CH2:29][CH2:30][CH2:31][CH2:32][CH2:33]3)=[N:9]2)[CH:15]=[CH:16][CH:17]=[CH:18][CH:19]=1, predict the reactants needed to synthesize it. (3) Given the product [Cl:24][C:25]1[CH:26]=[C:27]2[C:32](=[CH:33][CH:34]=1)[N:31]([CH2:35][C:36]([N:7]1[CH2:6][CH2:5][N:4]([C:8]3[CH:9]=[CH:10][C:11]([S:14]([NH:17][C:18]4[CH:23]=[CH:22][N:21]=[CH:20][N:19]=4)(=[O:16])=[O:15])=[CH:12][CH:13]=3)[CH2:3][C@@H:2]1[CH3:1])=[O:37])[CH2:30][CH2:29][CH2:28]2, predict the reactants needed to synthesize it. The reactants are: [CH3:1][C@@H:2]1[NH:7][CH2:6][CH2:5][N:4]([C:8]2[CH:13]=[CH:12][C:11]([S:14]([NH:17][C:18]3[CH:23]=[CH:22][N:21]=[CH:20][N:19]=3)(=[O:16])=[O:15])=[CH:10][CH:9]=2)[CH2:3]1.[Cl:24][C:25]1[CH:26]=[C:27]2[C:32](=[CH:33][CH:34]=1)[N:31]([CH2:35][C:36](O)=[O:37])[CH2:30][CH2:29][CH2:28]2.CN([P+](ON1N=NC2C=CC=CC1=2)(N(C)C)N(C)C)C.F[P-](F)(F)(F)(F)F.C(N(CC)CC)C.